This data is from Full USPTO retrosynthesis dataset with 1.9M reactions from patents (1976-2016). The task is: Predict the reactants needed to synthesize the given product. (1) Given the product [Cl:14][C:9]1[C:8]([CH:6]([OH:7])[CH2:5][CH2:4][OH:3])=[CH:13][CH:12]=[CH:11][N:10]=1, predict the reactants needed to synthesize it. The reactants are: C([O:3][C:4](=O)[CH2:5][CH:6]([C:8]1[C:9]([Cl:14])=[N:10][CH:11]=[CH:12][CH:13]=1)[OH:7])C.[H-].[H-].[H-].[H-].[Li+].[Al+3]. (2) Given the product [Br:3][C:4]1[CH:5]=[C:6]([CH2:7][OH:8])[CH:11]=[C:12]([O:14][Si:15]([C:18]([CH3:19])([CH3:20])[CH3:21])([CH3:17])[CH3:16])[CH:13]=1, predict the reactants needed to synthesize it. The reactants are: [Li+].[BH4-].[Br:3][C:4]1[CH:5]=[C:6]([CH:11]=[C:12]([O:14][Si:15]([C:18]([CH3:21])([CH3:20])[CH3:19])([CH3:17])[CH3:16])[CH:13]=1)[C:7](OC)=[O:8].CO.[NH4+].[Cl-]. (3) Given the product [NH2:5][C@H:6]([C:11]1[CH:16]=[CH:15][CH:14]=[CH:13][CH:12]=1)[CH2:7][C:8]([OH:10])=[O:9], predict the reactants needed to synthesize it. The reactants are: ClCC([NH:5][CH:6]([C:11]1[CH:16]=[CH:15][CH:14]=[CH:13][CH:12]=1)[CH2:7][C:8]([OH:10])=[O:9])=O.[OH-].[Na+]. (4) Given the product [OH:2][C:3]1[CH:12]=[C:11]2[C:6]([CH2:7][CH2:8][C:9](=[O:13])[NH:10]2)=[CH:5][CH:4]=1, predict the reactants needed to synthesize it. The reactants are: C[O:2][C:3]1[CH:12]=[C:11]2[C:6]([CH2:7][CH2:8][C:9](=[O:13])[NH:10]2)=[CH:5][CH:4]=1.B(Br)(Br)Br. (5) Given the product [Cl:34][C:18]1[C:19]([CH2:21][CH2:22][C:23]2[CH:28]=[CH:27][CH:26]=[CH:25][C:24]=2[CH:29]([CH3:33])[C:30]([NH2:32])=[O:31])=[N:20][C:15]([NH:13][C:11]2[CH:10]=[N:9][N:8]([CH:5]3[CH2:4][CH2:3][N:2]([CH3:1])[CH2:7][CH2:6]3)[CH:12]=2)=[N:16][CH:17]=1, predict the reactants needed to synthesize it. The reactants are: [CH3:1][N:2]1[CH2:7][CH2:6][CH:5]([N:8]2[CH:12]=[C:11]([NH2:13])[CH:10]=[N:9]2)[CH2:4][CH2:3]1.Cl[C:15]1[N:20]=[C:19]([CH2:21][CH2:22][C:23]2[CH:28]=[CH:27][CH:26]=[CH:25][C:24]=2[CH:29]([CH3:33])[C:30]([NH2:32])=[O:31])[C:18]([Cl:34])=[CH:17][N:16]=1.O.